Dataset: Catalyst prediction with 721,799 reactions and 888 catalyst types from USPTO. Task: Predict which catalyst facilitates the given reaction. (1) Reactant: [Cl:1][C:2]1[C:3]([CH3:18])=[C:4]([NH:10][C@H:11]([C@@H:15]([OH:17])[CH3:16])[C:12]([OH:14])=O)[CH:5]=[CH:6][C:7]=1[C:8]#[N:9].[Si:19]([O:26][CH2:27][C:28]1[CH:37]=[CH:36][C:31]([C:32]([NH:34][NH2:35])=[O:33])=[CH:30][CH:29]=1)([C:22]([CH3:25])([CH3:24])[CH3:23])([CH3:21])[CH3:20].O.ON1C2C=CC=CC=2N=N1.Cl.CN(C)CCCN=C=NCC.C(N(CC)CC)C. Product: [Si:19]([O:26][CH2:27][C:28]1[CH:29]=[CH:30][C:31]([C:32]([NH:34][NH:35][C:12](=[O:14])[C@H:11]([NH:10][C:4]2[CH:5]=[CH:6][C:7]([C:8]#[N:9])=[C:2]([Cl:1])[C:3]=2[CH3:18])[C@@H:15]([OH:17])[CH3:16])=[O:33])=[CH:36][CH:37]=1)([C:22]([CH3:25])([CH3:24])[CH3:23])([CH3:21])[CH3:20]. The catalyst class is: 1. (2) Reactant: C(O)(=O)C.[K].Cl[CH:7]([CH:13]=O)[C:8]([O:10][CH2:11][CH3:12])=[O:9].[C:15]([O:18][CH2:19][C:20]([CH3:50])([CH3:49])[CH2:21][N:22]1[C:28]2[CH:29]=[CH:30][C:31]([Cl:33])=[CH:32][C:27]=2[C@@H:26]([C:34]2[CH:39]=[CH:38][CH:37]=[C:36]([O:40][CH3:41])[C:35]=2[O:42][CH3:43])[O:25][C@H:24]([CH2:44][C:45]([NH2:47])=[S:46])[C:23]1=[O:48])(=[O:17])[CH3:16].O. Product: [C:15]([O:18][CH2:19][C:20]([CH3:50])([CH3:49])[CH2:21][N:22]1[C:28]2[CH:29]=[CH:30][C:31]([Cl:33])=[CH:32][C:27]=2[C@@H:26]([C:34]2[CH:39]=[CH:38][CH:37]=[C:36]([O:40][CH3:41])[C:35]=2[O:42][CH3:43])[O:25][C@H:24]([CH2:44][C:45]2[S:46][C:7]([C:8]([O:10][CH2:11][CH3:12])=[O:9])=[CH:13][N:47]=2)[C:23]1=[O:48])(=[O:17])[CH3:16]. The catalyst class is: 32. (3) Reactant: C(OC(=O)[C:7]([O:21][C:22](=[O:24])[CH3:23])([C:18](=[O:20])[CH3:19])[CH2:8]/[CH:9]=[C:10](\[CH3:17])/[CH2:11][CH2:12][CH:13]=[C:14]([CH3:16])[CH3:15])(C)(C)C.[Li+].[Cl-]. Product: [C:22]([O:21][CH:7]([CH2:8]/[CH:9]=[C:10](\[CH3:17])/[CH2:11][CH2:12][CH:13]=[C:14]([CH3:16])[CH3:15])[C:18](=[O:20])[CH3:19])(=[O:24])[CH3:23]. The catalyst class is: 58.